Dataset: Full USPTO retrosynthesis dataset with 1.9M reactions from patents (1976-2016). Task: Predict the reactants needed to synthesize the given product. (1) Given the product [CH2:28]([C:15]1[C:16]([O:22][CH2:23][C:24]([O:26][CH3:27])=[O:25])=[C:17]([C:12]([NH:11][S:8]([C:5]2[CH:6]=[CH:7][C:2]([F:1])=[CH:3][CH:4]=2)(=[O:9])=[O:10])=[CH:13][CH:14]=1)[C:18]([O:20][CH3:21])=[O:19])[CH3:29], predict the reactants needed to synthesize it. The reactants are: [F:1][C:2]1[CH:7]=[CH:6][C:5]([S:8]([NH:11][C:12]2[C:17]([C:18]([O:20][CH3:21])=[O:19])=[C:16]([O:22][CH2:23][C:24]([O:26][CH3:27])=[O:25])[C:15]([CH:28]=[CH2:29])=[CH:14][CH:13]=2)(=[O:10])=[O:9])=[CH:4][CH:3]=1.[H][H]. (2) Given the product [CH2:1]([C:3]1[N:4]([CH2:19][C:20]2[CH:38]=[CH:37][C:23]3/[C:24](=[C:33](/[CH3:36])\[C:34]#[N:35])/[C:25]4[CH:32]=[CH:31][CH:30]=[CH:29][C:26]=4[O:27][CH2:28][C:22]=3[CH:21]=2)[C:5]2[CH:11]=[CH:10][CH:9]=[CH:8][C:6]=2[N:7]=1)[CH3:2], predict the reactants needed to synthesize it. The reactants are: [CH2:1]([C:3]1[NH:4][C:5]2[CH:11]=[CH:10][CH:9]=[CH:8][C:6]=2[N:7]=1)[CH3:2].C(=O)([O-])[O-].[K+].[K+].Cl[CH2:19][C:20]1[CH:38]=[CH:37][C:23]2/[C:24](=[C:33](/[CH3:36])\[C:34]#[N:35])/[C:25]3[CH:32]=[CH:31][CH:30]=[CH:29][C:26]=3[O:27][CH2:28][C:22]=2[CH:21]=1.C(OCC)(=O)C. (3) Given the product [OH:19][CH2:16][CH2:26][C:27]1[NH:30][C:3]([C:5]2[CH:6]=[C:7]([CH:12]=[CH:13][C:14]=2[CH3:15])[C:8]([O:10][CH3:11])=[O:9])=[CH:2][N:32]=1, predict the reactants needed to synthesize it. The reactants are: Br[CH2:2][C:3]([C:5]1[CH:6]=[C:7]([CH:12]=[CH:13][C:14]=1[CH3:15])[C:8]([O:10][CH3:11])=[O:9])=O.[C:16]([O-:19])([O-])=O.[K+].[K+].Cl.OCC[CH2:26][C:27](=[NH:30])OC.C[N:32](C)C=O. (4) Given the product [NH3:4].[CH2:53]([N:50]([CH2:51][CH3:52])[C:45]1([CH:44]([C:55]2[CH:56]=[CH:57][CH:58]=[CH:59][CH:60]=2)[NH:43][C:13]([C:11]2[C:10]3[C:5](=[CH:6][CH:7]=[CH:8][CH:9]=3)[N:4]=[C:3]([C:2]([F:1])([F:17])[F:16])[CH:12]=2)=[O:15])[CH2:49][CH2:48][CH2:47][CH2:46]1)[CH3:54], predict the reactants needed to synthesize it. The reactants are: [F:1][C:2]([F:17])([F:16])[C:3]1[CH:12]=[C:11]([C:13]([OH:15])=O)[C:10]2[C:5](=[CH:6][CH:7]=[CH:8][CH:9]=2)[N:4]=1.C1C=CC2N(O)N=NC=2C=1.C1CCC(N=C=NC2CCCCC2)CC1.[NH2:43][CH:44]([C:55]1[CH:60]=[CH:59][CH:58]=[CH:57][CH:56]=1)[C:45]1([N:50]([CH2:53][CH3:54])[CH2:51][CH3:52])[CH2:49][CH2:48][CH2:47][CH2:46]1.